This data is from Forward reaction prediction with 1.9M reactions from USPTO patents (1976-2016). The task is: Predict the product of the given reaction. (1) The product is: [C:12]([O:14][C:15]([CH3:23])([CH2:17][CH2:18][OH:19])[CH3:16])(=[O:13])[C:11]([O:10][C:7]([CH3:9])([CH2:6][CH2:5][OH:4])[CH3:8])=[O:24]. Given the reactants C([O:4][CH2:5][CH2:6][C:7]([O:10][C:11](=[O:24])[C:12]([O:14][C:15]([CH3:23])([CH2:17][CH2:18][O:19]C(=O)C)[CH3:16])=[O:13])([CH3:9])[CH3:8])(=O)C, predict the reaction product. (2) The product is: [C:1]([O:9][C:10]1[CH:11]=[CH:12][C:13]([O:16][CH2:26][CH:25]=[C:24]([Cl:28])[Cl:23])=[CH:14][CH:15]=1)(=[O:8])[C:2]1[CH:3]=[CH:4][CH:5]=[CH:6][CH:7]=1. Given the reactants [C:1]([O:9][C:10]1[CH:15]=[CH:14][C:13]([OH:16])=[CH:12][CH:11]=1)(=[O:8])[C:2]1[CH:7]=[CH:6][CH:5]=[CH:4][CH:3]=1.C(=O)([O-])[O-].[K+].[K+].[Cl:23][C:24]([Cl:28])=[CH:25][CH2:26]Cl.CN(C)C=O, predict the reaction product. (3) Given the reactants [CH3:1][O:2][C:3]1[CH:4]=[C:5]2[C:10](=[CH:11][CH:12]=1)[N:9]=[C:8]([C:13]1[CH:14]=[N:15][CH:16]=[CH:17][CH:18]=1)[N:7]=[C:6]2O.O=S(Cl)[Cl:22].[NH4+].[OH-], predict the reaction product. The product is: [Cl:22][C:6]1[C:5]2[C:10](=[CH:11][CH:12]=[C:3]([O:2][CH3:1])[CH:4]=2)[N:9]=[C:8]([C:13]2[CH:14]=[N:15][CH:16]=[CH:17][CH:18]=2)[N:7]=1. (4) The product is: [ClH:35].[O:1]1[C:6]2[CH:7]=[CH:8][C:9]([CH2:11][NH:12][CH:13]3[CH2:18][CH2:17][N:16]([CH2:19][CH2:20][N:21]4[C:30]5[C:25](=[CH:26][C:27]([O:31][CH3:32])=[CH:28][CH:29]=5)[C:24]([CH3:33])=[CH:23][C:22]4=[O:34])[CH2:15][CH2:14]3)=[CH:10][C:5]=2[O:4][CH2:3][CH2:2]1. Given the reactants [O:1]1[C:6]2[CH:7]=[CH:8][C:9]([CH2:11][NH:12][CH:13]3[CH2:18][CH2:17][N:16]([CH2:19][CH2:20][N:21]4[C:30]5[C:25](=[CH:26][C:27]([O:31][CH3:32])=[CH:28][CH:29]=5)[C:24]([CH3:33])=[CH:23][C:22]4=[O:34])[CH2:15][CH2:14]3)=[CH:10][C:5]=2[O:4][CH2:3][CH2:2]1.[ClH:35].C(OCC)(=O)C, predict the reaction product. (5) Given the reactants O=[C:2]1[NH:10][C:9]2[N:8]=[CH:7][N:6]([CH2:11][C:12]([NH:14][C:15]3[CH:20]=[CH:19][C:18]([C:21]4[CH:25]=[CH:24][S:23][CH:22]=4)=[CH:17][CH:16]=3)=[O:13])[C:5]=2[C:4](=[O:26])[NH:3]1.[C:27]([O-:30])([O-])=O.[K+].[K+].[CH2:33](I)[CH3:34].O.[CH3:37]N(C)C=O, predict the reaction product. The product is: [CH2:33]([N:3]1[C:4](=[O:26])[C:5]2[N:6]([CH2:11][C:12]([NH:14][C:15]3[CH:20]=[CH:19][C:18]([C:21]4[CH:25]=[CH:24][S:23][CH:22]=4)=[CH:17][CH:16]=3)=[O:13])[CH:7]=[N:8][C:9]=2[N:10]([CH2:2][CH3:37])[C:27]1=[O:30])[CH3:34]. (6) The product is: [CH2:13]([C:2]1[C:7]([C:8]([O:10][CH2:11][CH3:12])=[O:9])=[CH:6][CH:5]=[CH:4][N:3]=1)[CH3:14]. Given the reactants Cl[C:2]1[C:7]([C:8]([O:10][CH2:11][CH3:12])=[O:9])=[CH:6][CH:5]=[CH:4][N:3]=1.[CH2:13]([Zn]CC)[CH3:14], predict the reaction product. (7) Given the reactants O.C1(C)C(S(O)(=O)=O)=CC=CC=1.[CH:13]1([CH2:19][C@H:20]([NH:32][CH2:33]C(=O)NC(C)(C)C)[CH2:21][NH:22][C:23](=[O:31])[O:24][CH2:25][CH2:26][Si:27]([CH3:30])([CH3:29])[CH3:28])[CH2:18][CH2:17][CH2:16][CH2:15][CH2:14]1, predict the reaction product. The product is: [CH:13]1([CH2:19][C@H:20]([NH:32][CH3:33])[CH2:21][NH:22][C:23](=[O:31])[O:24][CH2:25][CH2:26][Si:27]([CH3:29])([CH3:28])[CH3:30])[CH2:14][CH2:15][CH2:16][CH2:17][CH2:18]1. (8) Given the reactants CS(Cl)(=O)=O.[Cl:6][C:7]1[C:8]([N:13]2[C:17]([C:18]([OH:20])=O)=[CH:16][C:15]([O:21][CH2:22][CH:23]([F:25])[F:24])=[N:14]2)=[N:9][CH:10]=[CH:11][CH:12]=1.CC1C=CC=C(C)N=1.[NH2:34][C:35]1[C:43]([CH3:44])=[CH:42][C:41](/[CH:45]=[N:46]/[O:47][CH3:48])=[CH:40][C:36]=1[C:37](O)=[O:38], predict the reaction product. The product is: [CH3:48][O:47][N:46]=[CH:45][C:41]1[CH:42]=[C:43]([CH3:44])[C:35]2[N:34]=[C:18]([C:17]3[N:13]([C:8]4[C:7]([Cl:6])=[CH:12][CH:11]=[CH:10][N:9]=4)[N:14]=[C:15]([O:21][CH2:22][CH:23]([F:25])[F:24])[CH:16]=3)[O:20][C:37](=[O:38])[C:36]=2[CH:40]=1. (9) Given the reactants Cl.[C:2]([C:4]1([NH:7][C:8]([C@@H:10]2[CH2:14][C@@H:13]([S:15]([C:18]3[CH:23]=[CH:22][CH:21]=[CH:20][C:19]=3[Cl:24])(=[O:17])=[O:16])[CH2:12][NH:11]2)=[O:9])[CH2:6][CH2:5]1)#[N:3].[CH2:25]=O, predict the reaction product. The product is: [C:2]([C:4]1([NH:7][C:8]([C@@H:10]2[CH2:14][C@@H:13]([S:15]([C:18]3[CH:23]=[CH:22][CH:21]=[CH:20][C:19]=3[Cl:24])(=[O:17])=[O:16])[CH2:12][N:11]2[CH3:25])=[O:9])[CH2:6][CH2:5]1)#[N:3].